From a dataset of Retrosynthesis with 50K atom-mapped reactions and 10 reaction types from USPTO. Predict the reactants needed to synthesize the given product. (1) The reactants are: C=Cc1cc(CNC(=O)OC(C)(C)C)cc(C(F)(F)F)c1N.CS(=O)(=O)Cl. Given the product C=Cc1cc(CNC(=O)OC(C)(C)C)cc(C(F)(F)F)c1NS(C)(=O)=O, predict the reactants needed to synthesize it. (2) Given the product COc1ccc(N(C)C(=O)c2ccc(-c3ccccc3)cc2)cc1N1CCN(C)CC1, predict the reactants needed to synthesize it. The reactants are: CNc1ccc(OC)c(N2CCN(C)CC2)c1.O=C(O)c1ccc(-c2ccccc2)cc1. (3) Given the product Nc1cc(Br)c2[nH]ccc2c1, predict the reactants needed to synthesize it. The reactants are: O=[N+]([O-])c1cc(Br)c2[nH]ccc2c1. (4) Given the product COc1cc2nncc(-c3cnc(N4CCC(C(C)(C)O)CC4)c(C(F)F)c3)c2cc1OC, predict the reactants needed to synthesize it. The reactants are: CC(C)(O)C1CCN(c2ncc(B(O)O)cc2C(F)F)CC1.COc1cc2nncc(Br)c2cc1OC. (5) Given the product COC(=O)c1ccc(N(C)C(=O)OC)cc1S(=O)(=O)NC(=O)Nc1nc(Cl)cc(OC)n1, predict the reactants needed to synthesize it. The reactants are: COC(=O)c1ccc(N(C)C(=O)OC)cc1S(=O)(=O)N=C=O.COc1cc(Cl)nc(N)n1. (6) Given the product Cc1ccc(S(=O)(=O)O)cc1, predict the reactants needed to synthesize it. The reactants are: CC(C)(C)C(=O)OCOC(=O)C1N2C(=O)C(N)[C@H]2SC1(C)C.Fc1nc2ccccc2[nH]1. (7) Given the product Cc1c(O)ccc2c1CCN(C(=O)OC(C)(C)C)C2, predict the reactants needed to synthesize it. The reactants are: CC(C)(C)OC(=O)OC(=O)OC(C)(C)C.Cc1c(O)ccc2c1CCNC2.